From a dataset of Catalyst prediction with 721,799 reactions and 888 catalyst types from USPTO. Predict which catalyst facilitates the given reaction. (1) Reactant: [F:1][C:2]([F:9])([F:8])[C:3]1[CH:4]=[N:5][NH:6][CH:7]=1.[H-].[Na+].F[C:13]1[CH:18]=[CH:17][CH:16]=[C:15]([O:19][C:20]2[N:24]([CH3:25])[N:23]=[C:22]([C:26]([F:29])([F:28])[F:27])[CH:21]=2)[N:14]=1.O. Product: [CH3:25][N:24]1[C:20]([O:19][C:15]2[CH:16]=[CH:17][CH:18]=[C:13]([N:5]3[CH:4]=[C:3]([C:2]([F:9])([F:8])[F:1])[CH:7]=[N:6]3)[N:14]=2)=[CH:21][C:22]([C:26]([F:29])([F:27])[F:28])=[N:23]1. The catalyst class is: 44. (2) Reactant: [C:1]([O:5][C:6]([NH:8][CH:9]1[C:27](=[O:28])[N:26]2[CH:22]([CH2:23][CH:24]([O:29][C:30]3[C:39]4[C:34](=[CH:35][CH:36]=[CH:37][CH:38]=4)[CH:33]=[CH:32][N:31]=3)[CH2:25]2)[C:21](=[O:40])[NH:20][C:19]2([C:41](O)=[O:42])[CH:17]([CH2:18]2)[CH:16]=[CH:15][CH2:14][CH2:13][CH2:12][CH2:11][CH2:10]1)=[O:7])([CH3:4])([CH3:3])[CH3:2].[CH:44]1([S:47]([NH2:50])(=[O:49])=[O:48])[CH2:46][CH2:45]1. Product: [C:1]([O:5][C:6](=[O:7])[NH:8][CH:9]1[C:27](=[O:28])[N:26]2[CH:22]([CH2:23][CH:24]([O:29][C:30]3[C:39]4[C:34](=[CH:35][CH:36]=[CH:37][CH:38]=4)[CH:33]=[CH:32][N:31]=3)[CH2:25]2)[C:21](=[O:40])[NH:20][C:19]2([C:41]([NH:50][S:47]([CH:44]3[CH2:46][CH2:45]3)(=[O:49])=[O:48])=[O:42])[CH:17]([CH2:18]2)[CH:16]=[CH:15][CH2:14][CH2:13][CH2:12][CH2:11][CH2:10]1)([CH3:2])([CH3:3])[CH3:4]. The catalyst class is: 100. (3) Reactant: [Cl:1][C:2]1[C:3]([N:8]2[C:12]([C:13]3[O:26][C:25](=[O:27])[C:24]4[C:23]5[C:18](=[N:19][CH:20]=[CH:21][CH:22]=5)[CH:17]=[CH:16][C:15]=4[N:14]=3)=[CH:11][C:10]([C:28]([F:31])([F:30])[F:29])=[N:9]2)=[N:4][CH:5]=[CH:6][CH:7]=1.C(#N)C.O.[CH:36]([NH2:39])([CH3:38])[CH3:37]. Product: [CH:36]([NH:39][C:25]([C:24]1[C:23]2[CH:22]=[CH:21][CH:20]=[N:19][C:18]=2[CH:17]=[CH:16][C:15]=1[NH:14][C:13]([C:12]1[N:8]([C:3]2[C:2]([Cl:1])=[CH:7][CH:6]=[CH:5][N:4]=2)[N:9]=[C:10]([C:28]([F:31])([F:29])[F:30])[CH:11]=1)=[O:26])=[O:27])([CH3:38])[CH3:37]. The catalyst class is: 170. (4) Reactant: C(N(CC)CC)C.Cl.[NH2:9][CH:10]([C:24]1[C:28](=[O:29])[CH2:27][CH2:26][C:25]=1[NH:30][C:31]1[CH:36]=[CH:35][CH:34]=[C:33]([CH:37]([F:39])[F:38])[CH:32]=1)[C:11]1[CH:18]=[CH:17][C:14]([C:15]#[N:16])=[CH:13][C:12]=1[S:19]([CH2:22][CH3:23])(=[O:21])=[O:20].[C:40](N1C=CN=C1)(N1C=CN=C1)=[O:41]. Product: [F:38][CH:37]([F:39])[C:33]1[CH:32]=[C:31]([N:30]2[C:25]3[CH2:26][CH2:27][C:28](=[O:29])[C:24]=3[CH:10]([C:11]3[CH:18]=[CH:17][C:14]([C:15]#[N:16])=[CH:13][C:12]=3[S:19]([CH2:22][CH3:23])(=[O:21])=[O:20])[NH:9][C:40]2=[O:41])[CH:36]=[CH:35][CH:34]=1. The catalyst class is: 10.